This data is from Forward reaction prediction with 1.9M reactions from USPTO patents (1976-2016). The task is: Predict the product of the given reaction. (1) Given the reactants [Cl:1][C:2]1[CH:10]=[C:9]([N:11]2[CH2:16][CH2:15][N:14]([CH3:17])[CH2:13][CH2:12]2)[CH:8]=[CH:7][C:3]=1[C:4]([OH:6])=O.[NH2:18][C:19]1[CH:20]=[CH:21][C:22]2[CH2:26][O:25][B:24]([OH:27])[C:23]=2[CH:28]=1, predict the reaction product. The product is: [ClH:1].[Cl:1][C:2]1[CH:10]=[C:9]([N:11]2[CH2:16][CH2:15][N:14]([CH3:17])[CH2:13][CH2:12]2)[CH:8]=[CH:7][C:3]=1[C:4]([NH:18][C:19]1[CH:20]=[CH:21][C:22]2[CH2:26][O:25][B:24]([OH:27])[C:23]=2[CH:28]=1)=[O:6]. (2) Given the reactants [C:1]([C:3]1[CH:4]=[C:5]([NH:9][C:10](=[O:13])[CH2:11][CH3:12])[CH:6]=[CH:7][CH:8]=1)#[N:2].[Cl:14][C:15]1[CH:16]=[C:17]([CH:20]=[CH:21][C:22]=1[O:23][C:24]([F:27])([F:26])[F:25])[CH2:18]Br, predict the reaction product. The product is: [Cl:14][C:15]1[CH:16]=[C:17]([CH:20]=[CH:21][C:22]=1[O:23][C:24]([F:25])([F:26])[F:27])[CH2:18][N:9]([C:5]1[CH:6]=[CH:7][CH:8]=[C:3]([C:1]#[N:2])[CH:4]=1)[C:10](=[O:13])[CH2:11][CH3:12]. (3) Given the reactants Cl[C:2]1[CH:7]=[C:6]([N:8]2[CH2:13][CH2:12][O:11][CH2:10][CH2:9]2)[N:5]2[N:14]=[C:15]([C:17]3[CH:22]=[CH:21][CH:20]=[CH:19][C:18]=3[CH3:23])[CH:16]=[C:4]2[N:3]=1.C(=O)([O-])[O-].[K+].[K+].O.[NH2:31][NH2:32].[CH2:33](O)[CH3:34], predict the reaction product. The product is: [CH3:4][C:16]1[CH:15]=[C:17]([CH:18]=[CH:33][CH:34]=1)[CH:22]=[N:31][NH:32][C:2]1[CH:7]=[C:6]([N:8]2[CH2:13][CH2:12][O:11][CH2:10][CH2:9]2)[N:5]2[N:14]=[C:15]([C:17]3[CH:22]=[CH:21][CH:20]=[CH:19][C:18]=3[CH3:23])[CH:16]=[C:4]2[N:3]=1. (4) Given the reactants [C:1]([C:4]1[C:5](=[O:16])[NH:6][C:7]2[C:12]([C:13]=1O)=[CH:11][C:10]([F:15])=[CH:9][CH:8]=2)(=O)[CH3:2].O.[NH2:18][NH2:19], predict the reaction product. The product is: [F:15][C:10]1[CH:9]=[CH:8][C:7]2[NH:6][C:5](=[O:16])[C:4]3=[C:1]([CH3:2])[NH:18][N:19]=[C:13]3[C:12]=2[CH:11]=1. (5) Given the reactants [CH3:1][O:2][C:3](=[O:25])[CH2:4][CH2:5][C:6]1[CH:11]=[CH:10][C:9](B2OC(C)(C)C(C)(C)O2)=[CH:8][C:7]=1[C:21]([F:24])([F:23])[F:22].C(N(CC)CC)C.[C:33]1(=[O:38])[CH2:37][CH2:36][CH:35]=[CH:34]1, predict the reaction product. The product is: [CH3:1][O:2][C:3](=[O:25])[CH2:4][CH2:5][C:6]1[CH:11]=[CH:10][C:9]([C@H:35]2[CH2:36][CH2:37][C:33](=[O:38])[CH2:34]2)=[CH:8][C:7]=1[C:21]([F:22])([F:23])[F:24].